This data is from Forward reaction prediction with 1.9M reactions from USPTO patents (1976-2016). The task is: Predict the product of the given reaction. The product is: [F:1][C:2]([F:10])([F:11])[C:3]1[CH:4]=[CH:5][C:6]([O:9][CH2:19][CH2:20][CH2:21][OH:25])=[CH:7][CH:8]=1. Given the reactants [F:1][C:2]([F:11])([F:10])[C:3]1[CH:8]=[CH:7][C:6]([OH:9])=[CH:5][CH:4]=1.C([O-])([O-])=O.[K+].[K+].Br[C:19]1[CH:20]=[C:21]([OH:25])C=CC=1.O, predict the reaction product.